Dataset: Forward reaction prediction with 1.9M reactions from USPTO patents (1976-2016). Task: Predict the product of the given reaction. (1) Given the reactants [CH3:1][O:2][CH2:3][CH:4]=[N:5][OH:6].[CH2:7]([O:9][C:10](=[O:13])[C:11]#[CH:12])[CH3:8].[O-]Cl.[Na+], predict the reaction product. The product is: [CH2:7]([O:9][C:10]([C:11]1[O:6][N:5]=[C:4]([CH2:3][O:2][CH3:1])[CH:12]=1)=[O:13])[CH3:8]. (2) Given the reactants [CH:1]([C:3]1[N:4]([CH2:12][CH2:13][C:14]([OH:16])=[O:15])[C:5]2[C:10]([CH:11]=1)=[CH:9][CH:8]=[CH:7][CH:6]=2)=O.[C:17]([N:34]([NH:36][CH3:37])[CH3:35])([O:19][CH2:20][CH:21]1[C:33]2[C:28](=[CH:29][CH:30]=[CH:31][CH:32]=2)[C:27]2[C:22]1=[CH:23][CH:24]=[CH:25][CH:26]=2)=[O:18].C(O[BH-](OC(=O)C)OC(=O)C)(=O)C.[Na+], predict the reaction product. The product is: [CH:23]1[C:22]2[CH:21]([CH2:20][O:19][C:17]([N:34]([CH3:35])[N:36]([CH2:1][C:3]3[N:4]([CH2:12][CH2:13][C:14]([OH:16])=[O:15])[C:5]4[C:10]([CH:11]=3)=[CH:9][CH:8]=[CH:7][CH:6]=4)[CH3:37])=[O:18])[C:33]3[C:28](=[CH:29][CH:30]=[CH:31][CH:32]=3)[C:27]=2[CH:26]=[CH:25][CH:24]=1. (3) Given the reactants [F:1][C:2]([F:12])([F:11])[C:3]1[C:4]([Cl:10])=[N:5][C:6](Cl)=[N:7][CH:8]=1.[NH2:13][C:14]1[CH:15]=[C:16]2[CH2:22][C:21](=[O:23])[NH:20][C:17]2=[N:18][CH:19]=1.C(N(C(C)C)CC)(C)C.N1C2C(=CC=CC=2)CC1=O.FC(C1N=CC=CN=1)(F)F, predict the reaction product. The product is: [Cl:10][C:4]1[C:3]([C:2]([F:12])([F:11])[F:1])=[CH:8][N:7]=[C:6]([NH:13][C:14]2[CH:15]=[C:16]3[CH2:22][C:21](=[O:23])[NH:20][C:17]3=[N:18][CH:19]=2)[N:5]=1.